This data is from Forward reaction prediction with 1.9M reactions from USPTO patents (1976-2016). The task is: Predict the product of the given reaction. (1) Given the reactants [Na].[NH2:2][CH:3]([C:17]([O:19][CH2:20][CH3:21])=[O:18])[CH2:4][CH2:5][C:6]1[CH:16]=[CH:15][CH:14]=[CH:13][C:7]=1[C:8](OCC)=[O:9].S(Cl)(Cl)=O, predict the reaction product. The product is: [O:9]=[C:8]1[C:7]2[CH:13]=[CH:14][CH:15]=[CH:16][C:6]=2[CH2:5][CH2:4][CH:3]([C:17]([O:19][CH2:20][CH3:21])=[O:18])[NH:2]1. (2) Given the reactants [CH2:1]([O:8][C:9](=[O:31])[NH:10][C:11]1[CH:16]=[CH:15][C:14]([O:17][C:18]2[C:23]([NH2:24])=[CH:22][N:21]=[C:20]([C:25]3[CH:26]=[N:27][CH:28]=[CH:29][CH:30]=3)[N:19]=2)=[CH:13][CH:12]=1)[C:2]1[CH:7]=[CH:6][CH:5]=[CH:4][CH:3]=1.[C:32]([N:39]1[CH2:45][CH2:44][CH2:43][C@H:40]1[CH:41]=O)([O:34][C:35]([CH3:38])([CH3:37])[CH3:36])=[O:33].[BH-](OC(C)=O)(OC(C)=O)OC(C)=O.[Na+], predict the reaction product. The product is: [C:35]([O:34][C:32]([N:39]1[CH2:45][CH2:44][CH2:43][C@H:40]1[CH2:41][NH:24][C:23]1[C:18]([O:17][C:14]2[CH:13]=[CH:12][C:11]([NH:10][C:9]([O:8][CH2:1][C:2]3[CH:3]=[CH:4][CH:5]=[CH:6][CH:7]=3)=[O:31])=[CH:16][CH:15]=2)=[N:19][C:20]([C:25]2[CH:26]=[N:27][CH:28]=[CH:29][CH:30]=2)=[N:21][CH:22]=1)=[O:33])([CH3:38])([CH3:36])[CH3:37]. (3) Given the reactants [CH3:1][O:2][C:3]1[CH:29]=[CH:28][C:6]([CH2:7][N:8]2[C:12]3=[N:13][CH:14]=[CH:15][C:16]([O:17][C:18]4[N:23]=[CH:22][C:21]([N+:24]([O-])=O)=[CH:20][N:19]=4)=[C:11]3[C:10]([CH3:27])=[N:9]2)=[CH:5][CH:4]=1, predict the reaction product. The product is: [CH3:1][O:2][C:3]1[CH:4]=[CH:5][C:6]([CH2:7][N:8]2[C:12]3=[N:13][CH:14]=[CH:15][C:16]([O:17][C:18]4[N:19]=[CH:20][C:21]([NH2:24])=[CH:22][N:23]=4)=[C:11]3[C:10]([CH3:27])=[N:9]2)=[CH:28][CH:29]=1. (4) Given the reactants B(Br)(Br)Br.C[O:6][C:7]1[CH:8]=[C:9]([CH:12]=[C:13]([N:15]2[CH2:21][CH2:20][CH2:19][C:18]3[O:22][C:23]([C:25]4[CH:30]=[CH:29][CH:28]=[CH:27][N:26]=4)=[N:24][C:17]=3[CH2:16]2)[CH:14]=1)[C:10]#[N:11].CO, predict the reaction product. The product is: [OH:6][C:7]1[CH:8]=[C:9]([CH:12]=[C:13]([N:15]2[CH2:21][CH2:20][CH2:19][C:18]3[O:22][C:23]([C:25]4[CH:30]=[CH:29][CH:28]=[CH:27][N:26]=4)=[N:24][C:17]=3[CH2:16]2)[CH:14]=1)[C:10]#[N:11].